This data is from TCR-epitope binding with 47,182 pairs between 192 epitopes and 23,139 TCRs. The task is: Binary Classification. Given a T-cell receptor sequence (or CDR3 region) and an epitope sequence, predict whether binding occurs between them. (1) The epitope is KLFIRQEEV. The TCR CDR3 sequence is CASSPPRVRDEQFF. Result: 0 (the TCR does not bind to the epitope). (2) The epitope is VLAWLYAAV. The TCR CDR3 sequence is CASSPGPREDTQYF. Result: 1 (the TCR binds to the epitope). (3) The TCR CDR3 sequence is CASSLQGGSKYF. Result: 1 (the TCR binds to the epitope). The epitope is GLCTLVAML. (4) The epitope is GTSGSPIVNR. The TCR CDR3 sequence is CASSLIVARSSTDTQYF. Result: 0 (the TCR does not bind to the epitope). (5) The epitope is RQLLFVVEV. The TCR CDR3 sequence is CASSDPSGPYEQYF. Result: 1 (the TCR binds to the epitope).